Dataset: Catalyst prediction with 721,799 reactions and 888 catalyst types from USPTO. Task: Predict which catalyst facilitates the given reaction. (1) Reactant: C([O:8][C:9](=O)[C:10]1[CH:15]=[C:14]([O:16][CH3:17])[C:13]([O:18][CH2:19][C:20]2[CH:25]=[CH:24][CH:23]=[CH:22][CH:21]=2)=[C:12]([Cl:26])[CH:11]=1)C1C=CC=CC=1.[H-].[Al+3].[Li+].[H-].[H-].[H-].[OH-].[Na+]. Product: [CH2:19]([O:18][C:13]1[C:14]([O:16][CH3:17])=[CH:15][C:10]([CH2:9][OH:8])=[CH:11][C:12]=1[Cl:26])[C:20]1[CH:21]=[CH:22][CH:23]=[CH:24][CH:25]=1. The catalyst class is: 1. (2) Reactant: N1C=CC=NC1=O.[Cl:8][C:9]1[CH:10]=[CH:11][C:12]([F:22])=[C:13]([C:15]2[N:20]=[C:19]([OH:21])[CH:18]=[CH:17][N:16]=2)[CH:14]=1.C1C(=O)N([I:30])C(=O)C1. Product: [Cl:8][C:9]1[CH:10]=[CH:11][C:12]([F:22])=[C:13]([C:15]2[N:20]=[C:19]([OH:21])[C:18]([I:30])=[CH:17][N:16]=2)[CH:14]=1. The catalyst class is: 22.